This data is from Catalyst prediction with 721,799 reactions and 888 catalyst types from USPTO. The task is: Predict which catalyst facilitates the given reaction. (1) Reactant: C1O[C:5]([OH:9])([CH2:7][OH:8])[CH2:4][O:3][C:2]1([OH:12])[CH2:10]O.[C:13]([OH:32])(=O)[CH2:14][CH2:15][CH2:16][CH2:17][CH2:18][CH2:19][CH2:20][CH2:21][CH2:22][CH2:23][CH2:24][CH2:25][CH2:26][CH2:27][CH2:28][CH2:29][CH3:30].Cl.C(N=C=N[CH2:39][CH2:40][CH2:41]N(C)C)C.CO. Product: [C:13]([O:8][CH2:7][CH:5]([CH2:4][O:3][C:2](=[O:12])[CH2:10][CH2:25][CH2:24][CH2:23][CH2:22][CH2:21][CH2:20][CH2:19][CH2:18][CH2:17][CH2:16][CH2:15][CH2:14][CH2:13][CH2:41][CH2:40][CH3:39])[OH:9])(=[O:32])[CH2:14][CH2:15][CH2:16][CH2:17][CH2:18][CH2:19][CH2:20][CH2:21][CH2:22][CH2:23][CH2:24][CH2:25][CH2:26][CH2:27][CH2:28][CH2:29][CH3:30]. The catalyst class is: 119. (2) Reactant: [ClH:1].Cl.[CH2:3]([C:5]1([C:16]2[N:17]=[CH:18][NH:19][CH:20]=2)[C:13](=O)[C:12]2[C:7](=[CH:8][CH:9]=[CH:10][CH:11]=2)[C:6]1=O)[CH3:4].[H][H]. Product: [ClH:1].[CH2:3]([C:5]1([C:16]2[NH:17][CH:18]=[N:19][CH:20]=2)[CH2:6][C:7]2[C:12](=[CH:11][CH:10]=[CH:9][CH:8]=2)[CH2:13]1)[CH3:4]. The catalyst class is: 45. (3) Reactant: CON(C)[C:4]([C:6]1[C:7]([C:14]2[CH:19]=[CH:18][CH:17]=[CH:16][CH:15]=2)=[N:8][O:9][C:10]=1[CH:11]1[CH2:13][CH2:12]1)=[O:5].[CH3:21][Mg]Br. Product: [CH:11]1([C:10]2[O:9][N:8]=[C:7]([C:14]3[CH:15]=[CH:16][CH:17]=[CH:18][CH:19]=3)[C:6]=2[C:4](=[O:5])[CH3:21])[CH2:12][CH2:13]1. The catalyst class is: 1. (4) Reactant: [CH2:1]([C@H:3]1[C@H:8]([NH:9][C@@H](C2C=CC=CC=2)C)[CH2:7][CH2:6][N:5]([C:18]([O:20][C:21]([CH3:24])([CH3:23])[CH3:22])=[O:19])[CH2:4]1)[CH3:2].[C:25]([OH:28])(=[O:27])[CH3:26]. Product: [NH2:9][C@@H:8]1[CH2:7][CH2:6][N:5]([C:18]([O:20][C:21]([CH3:23])([CH3:22])[CH3:24])=[O:19])[CH2:4][C@H:3]1[CH2:1][CH3:2].[CH3:26][C:25]([OH:28])=[O:27]. The catalyst class is: 723. (5) Reactant: CN(C(ON1N=NC2C=CC=CC1=2)=[N+](C)C)C.[B-](F)(F)(F)F.[F:23][C:24]1[CH:32]=[CH:31][C:30]([CH:33]2[C:46]3[CH:45]=[CH:44][C:43]4[C:38](=[N:39][CH:40]=[CH:41][CH:42]=4)[C:37]=3[NH:36][S:35](=[O:48])(=[O:47])[N:34]2[CH3:49])=[CH:29][C:25]=1[C:26]([OH:28])=O.[NH:50]1[CH2:55][CH2:54][O:53][CH2:52][CH2:51]1.CCN(C(C)C)C(C)C. Product: [F:23][C:24]1[CH:32]=[CH:31][C:30]([CH:33]2[C:46]3[CH:45]=[CH:44][C:43]4[C:38](=[N:39][CH:40]=[CH:41][CH:42]=4)[C:37]=3[NH:36][S:35](=[O:47])(=[O:48])[N:34]2[CH3:49])=[CH:29][C:25]=1[C:26]([N:50]1[CH2:55][CH2:54][O:53][CH2:52][CH2:51]1)=[O:28]. The catalyst class is: 34.